This data is from Full USPTO retrosynthesis dataset with 1.9M reactions from patents (1976-2016). The task is: Predict the reactants needed to synthesize the given product. (1) Given the product [CH2:24]([N:17]1[C:18]2=[N:19][CH:20]=[CH:21][N:22]=[C:23]2[C:15]([C:12]2[CH:13]=[CH:14][C:9]([OH:8])=[CH:10][CH:11]=2)=[N:16]1)[CH3:25], predict the reactants needed to synthesize it. The reactants are: C([O:8][C:9]1[CH:14]=[CH:13][C:12]([C:15]2[C:23]3[C:18](=[N:19][CH:20]=[CH:21][N:22]=3)[N:17]([CH2:24][CH3:25])[N:16]=2)=[CH:11][CH:10]=1)C1C=CC=CC=1. (2) Given the product [CH3:13][C:8]([C@H:14]1[CH2:19][CH2:18][C@H:17]([C:20]2[CH:21]=[CH:22][C:23]([NH:26][C:27]([C:29]3[O:30][C:31]([NH:34][C:35]4[CH:40]=[C:39]([F:41])[C:38]([F:42])=[CH:37][C:36]=4[F:43])=[N:32][N:33]=3)=[O:28])=[CH:24][CH:25]=2)[CH2:16][CH2:15]1)([CH3:7])[C:9]([OH:11])=[O:10], predict the reactants needed to synthesize it. The reactants are: C[Si](C)(C)[O-].[K+].[CH3:7][C:8]([C@H:14]1[CH2:19][CH2:18][C@H:17]([C:20]2[CH:25]=[CH:24][C:23]([NH:26][C:27]([C:29]3[O:30][C:31]([NH:34][C:35]4[CH:40]=[C:39]([F:41])[C:38]([F:42])=[CH:37][C:36]=4[F:43])=[N:32][N:33]=3)=[O:28])=[CH:22][CH:21]=2)[CH2:16][CH2:15]1)([CH3:13])[C:9]([O:11]C)=[O:10].C(O)(=O)CC(CC(O)=O)(C(O)=O)O. (3) Given the product [Br:1][C:2]1[CH:7]=[CH:6][C:5]([C:8]2[CH2:9][CH2:10][CH2:11][N:14]=2)=[CH:4][CH:3]=1, predict the reactants needed to synthesize it. The reactants are: [Br:1][C:2]1[CH:7]=[CH:6][C:5]([C:8](=O)[CH2:9][CH2:10][CH2:11]Cl)=[CH:4][CH:3]=1.[N-:14]=[N+]=[N-].[Na+].[I-].[Na+].C1(P(C2C=CC=CC=2)C2C=CC=CC=2)C=CC=CC=1. (4) Given the product [CH3:1][C:2]1[N:3]=[C:4]([CH2:10][CH2:11][C:12]2[C:13]([C:18]3[CH:23]=[CH:22][CH:21]=[CH:20][CH:19]=3)=[N:14][O:15][C:16]=2[CH3:17])[S:5][C:6]=1[C:7]([NH2:26])=[O:8], predict the reactants needed to synthesize it. The reactants are: [CH3:1][C:2]1[N:3]=[C:4]([CH2:10][CH2:11][C:12]2[C:13]([C:18]3[CH:23]=[CH:22][CH:21]=[CH:20][CH:19]=3)=[N:14][O:15][C:16]=2[CH3:17])[S:5][C:6]=1[C:7](O)=[O:8].C(N1C=CN=C1)([N:26]1C=CN=C1)=O.[OH-].[NH4+]. (5) Given the product [Cl:1][C:2]1[CH:7]=[C:6]([C:8]2[CH:9]=[CH:10][C:11]([C:14]([F:15])([F:16])[F:17])=[CH:12][CH:13]=2)[C:5]([C:18]([OH:19])=[O:25])=[CH:4][CH:3]=1, predict the reactants needed to synthesize it. The reactants are: [Cl:1][C:2]1[CH:3]=[CH:4][C:5]([CH3:18])=[C:6]([C:8]2[CH:13]=[CH:12][C:11]([C:14]([F:17])([F:16])[F:15])=[CH:10][CH:9]=2)[CH:7]=1.[O-:19][Mn](=O)(=O)=O.[K+].[OH2:25]. (6) Given the product [N+:12]([C:6]1[CH:7]=[CH:8][CH:9]=[C:10]2[C:5]=1[N:4]=[CH:3][C:2]([S:21]([C:15]1[CH:20]=[CH:19][CH:18]=[CH:17][CH:16]=1)(=[O:23])=[O:22])=[CH:11]2)([O-:14])=[O:13], predict the reactants needed to synthesize it. The reactants are: I[C:2]1[CH:3]=[N:4][C:5]2[C:10]([CH:11]=1)=[CH:9][CH:8]=[CH:7][C:6]=2[N+:12]([O-:14])=[O:13].[C:15]1([S:21]([O-:23])=[O:22])[CH:20]=[CH:19][CH:18]=[CH:17][CH:16]=1.[Na+]. (7) Given the product [O:30]=[C:11]([N:12]1[CH2:13][CH2:14][N:15]([C:18](=[O:29])[C:19]2[CH:24]=[CH:23][CH:22]=[CH:21][C:20]=2[C:25]([F:28])([F:27])[F:26])[CH2:16][CH2:17]1)[CH2:10][NH:9][C:7](=[O:8])[C:6]1[CH:31]=[CH:32][C:3]([C:1]([OH:35])=[O:2])=[CH:4][CH:5]=1, predict the reactants needed to synthesize it. The reactants are: [CH:1]([C:3]1[CH:32]=[CH:31][C:6]([C:7]([NH:9][CH2:10][C:11](=[O:30])[N:12]2[CH2:17][CH2:16][N:15]([C:18](=[O:29])[C:19]3[CH:24]=[CH:23][CH:22]=[CH:21][C:20]=3[C:25]([F:28])([F:27])[F:26])[CH2:14][CH2:13]2)=[O:8])=[CH:5][CH:4]=1)=[O:2].S(=O)(=O)([OH:35])N.Cl([O-])=O.[Na+].